From a dataset of HIV replication inhibition screening data with 41,000+ compounds from the AIDS Antiviral Screen. Binary Classification. Given a drug SMILES string, predict its activity (active/inactive) in a high-throughput screening assay against a specified biological target. (1) The molecule is CCOC(=O)c1cccc2c(Nc3ccc(S(=O)(=O)Nc4cc(C)on4)cc3)c3ccccc3nc12. The result is 0 (inactive). (2) The drug is CC(=O)NNC(=O)c1ccccc1O. The result is 0 (inactive). (3) The molecule is COc1ccc(C2NC(=S)N3C(c4ccc(OC)c(OC)c4)NC(=S)N23)cc1OC. The result is 0 (inactive). (4) The drug is O=c1oc2ccccc2c(O)c1Oc1ccccc1. The result is 0 (inactive). (5) The drug is CSC(c1ccccc1)=[N+](C)[O-].I. The result is 0 (inactive). (6) The molecule is c1ccc([PH]([Au-][n+]2cc[n-]c2)(c2ccccc2)c2ccccc2)cc1. The result is 0 (inactive).